Dataset: Catalyst prediction with 721,799 reactions and 888 catalyst types from USPTO. Task: Predict which catalyst facilitates the given reaction. Reactant: [NH2:1][CH2:2][CH:3]1[O:7][CH:6]([O:8][CH:9]([CH:49]2[CH:53]([OH:54])[CH:52]([OH:55])[CH:51]([N:56]3[CH:61]=[CH:60][C:59](=[O:62])[NH:58][C:57]3=[O:63])[O:50]2)[CH:10]([C:46](O)=[O:47])[NH:11][CH2:12][CH2:13][CH2:14][NH:15][C:16](=[O:45])[CH:17]([CH:40]([OH:44])[CH:41]([CH3:43])[CH3:42])[NH:18][C:19](=[O:39])[CH:20]([CH:32]2[CH2:37][CH2:36][NH:35][C:34](=[NH:38])[NH:33]2)[NH:21][C:22](=[O:31])[NH:23][CH:24]([CH:28]([CH3:30])[CH3:29])[C:25]([OH:27])=[O:26])[CH:5]([O:64][CH3:65])[CH:4]1[OH:66].[N:67]1[CH:72]=[CH:71][CH:70]=[CH:69][CH:68]=1.[CH3:73][OH:74]. Product: [CH3:6][C:5](=[O:64])[CH2:4][C:3](=[O:7])[CH3:2].[CH2:51]([N:56]=[C:57]=[O:63])[CH2:52][CH2:53][CH2:49][CH3:9].[NH2:1][CH2:2][C@H:3]1[O:7][CH:6]([O:8][C@@H:9]([C@@H:49]2[C@@H:53]([OH:54])[C@@H:52]([OH:55])[C@H:51]([N:56]3[CH:61]=[CH:60][C:59](=[O:62])[NH:58][C:57]3=[O:63])[O:50]2)[CH:10]2[N:11]([CH2:12][CH2:13][CH2:14][NH:15][C:16](=[O:45])[CH:17]([CH:40]([OH:44])[CH:41]([CH3:42])[CH3:43])[NH:18][C:19](=[O:39])[CH:20]([CH:32]3[CH2:37][CH2:36][NH:35][C:34](=[NH:38])[NH:33]3)[NH:21][C:22](=[O:31])[NH:23][CH:24]([CH:28]([CH3:30])[CH3:29])[C:25]([OH:27])=[O:26])[C:73](=[O:74])[N:67]([CH2:72][CH2:71][CH2:70][CH2:69][CH3:68])[C:46]2=[O:47])[C@H:5]([O:64][CH3:65])[C@H:4]1[OH:66]. The catalyst class is: 6.